Dataset: Catalyst prediction with 721,799 reactions and 888 catalyst types from USPTO. Task: Predict which catalyst facilitates the given reaction. (1) Reactant: [CH3:1][O:2][C:3]1[N:11]=[C:10]([C:12]2[CH:17]=[CH:16][CH:15]=[C:14]([C:18]([F:21])([F:20])[F:19])[CH:13]=2)[CH:9]=[C:8]([CH3:22])[C:4]=1[C:5](O)=[O:6].C(Cl)(=O)C(Cl)=O.CCN(CC)CC.[N:36]1([CH:41]2[CH2:46][CH2:45][NH:44][CH2:43][CH2:42]2)[CH2:40][CH2:39][CH2:38][CH2:37]1. Product: [CH3:1][O:2][C:3]1[C:4]([C:5]([N:44]2[CH2:45][CH2:46][CH:41]([N:36]3[CH2:40][CH2:39][CH2:38][CH2:37]3)[CH2:42][CH2:43]2)=[O:6])=[C:8]([CH3:22])[CH:9]=[C:10]([C:12]2[CH:17]=[CH:16][CH:15]=[C:14]([C:18]([F:21])([F:19])[F:20])[CH:13]=2)[N:11]=1. The catalyst class is: 59. (2) Reactant: [CH2:1]([O:3][C:4](=[O:33])[C:5]([O:23][C:24]1[CH:32]=[CH:31][C:27]2[O:28][CH2:29][O:30][C:26]=2[CH:25]=1)([CH3:22])[CH:6]([C:8]1[CH:13]=[CH:12][C:11]([O:14][CH2:15][C:16]2[CH:21]=[CH:20][CH:19]=[CH:18][CH:17]=2)=[CH:10][CH:9]=1)[OH:7])[CH3:2].N1C=CC=CC=1.[F:40][C:41]([F:52])([F:51])[C:42](O[C:42](=[O:43])[C:41]([F:52])([F:51])[F:40])=[O:43].Cl. Product: [CH2:1]([O:3][C:4](=[O:33])[C:5]([O:23][C:24]1[CH:32]=[CH:31][C:27]2[O:28][CH2:29][O:30][C:26]=2[CH:25]=1)([CH3:22])[CH:6]([C:8]1[CH:9]=[CH:10][C:11]([O:14][CH2:15][C:16]2[CH:21]=[CH:20][CH:19]=[CH:18][CH:17]=2)=[CH:12][CH:13]=1)[O:7][C:42](=[O:43])[C:41]([F:52])([F:51])[F:40])[CH3:2]. The catalyst class is: 2. (3) Product: [O:12]1[CH2:11][CH2:10][O:9][CH:8]1[C:6]1[CH:5]=[CH:4][C:3]2[O:13][C:24](=[O:26])[NH:1][C:2]=2[CH:7]=1. The catalyst class is: 2. Reactant: [NH2:1][C:2]1[CH:7]=[C:6]([CH:8]2[O:12][CH2:11][CH2:10][O:9]2)[CH:5]=[CH:4][C:3]=1[OH:13].C(N(C(C)C)CC)(C)C.Cl[C:24](Cl)([O:26]C(=O)OC(Cl)(Cl)Cl)Cl. (4) Reactant: [C:1]([OH:8])(=[O:7])[CH2:2][CH2:3][CH2:4][C:5]#[CH:6].[CH3:9][C:10]1([CH2:14]O)[CH2:13][O:12][CH2:11]1.Cl.C(N=C=NCCCN(C)C)C.O. Product: [CH3:9][C:10]1([CH2:14][O:7][C:1](=[O:8])[CH2:2][CH2:3][CH2:4][C:5]#[CH:6])[CH2:13][O:12][CH2:11]1. The catalyst class is: 172. (5) Reactant: [SH:1][C:2]1[O:3][C:4]2[C:13]3[CH:12]([CH2:14][CH2:15][NH:16][C:17](=[O:19])[CH3:18])[CH2:11][CH2:10][C:9]=3[CH:8]=[CH:7][C:5]=2[N:6]=1.IC.[C:22](=O)([O-])[O-].[K+].[K+]. Product: [CH3:22][S:1][C:2]1[O:3][C:4]2[C:13]3[CH:12]([CH2:14][CH2:15][NH:16][C:17](=[O:19])[CH3:18])[CH2:11][CH2:10][C:9]=3[CH:8]=[CH:7][C:5]=2[N:6]=1. The catalyst class is: 483. (6) Reactant: [Cl:1][C:2]1[CH:3]=[C:4]([N:9]2[CH2:14][CH2:13][N:12]([C:15]([CH:17]3[CH2:22][CH2:21][CH2:20][N:19](C(OC(C)(C)C)=O)[CH2:18]3)=[O:16])[CH2:11][CH2:10]2)[CH:5]=[CH:6][C:7]=1[Cl:8].C(O)(C(F)(F)F)=O. Product: [Cl:1][C:2]1[CH:3]=[C:4]([N:9]2[CH2:14][CH2:13][N:12]([C:15]([CH:17]3[CH2:22][CH2:21][CH2:20][NH:19][CH2:18]3)=[O:16])[CH2:11][CH2:10]2)[CH:5]=[CH:6][C:7]=1[Cl:8]. The catalyst class is: 2.